The task is: Predict which catalyst facilitates the given reaction.. This data is from Catalyst prediction with 721,799 reactions and 888 catalyst types from USPTO. (1) Reactant: [CH3:1][C:2]1[CH:7]=[CH:6][C:5]([N+:8]([O-:10])=[O:9])=[CH:4][C:3]=1[NH:11][CH2:12][CH2:13][C:14]([OH:16])=O.[CH3:17][C:18]1([CH3:26])[O:23][C:22](=[O:24])[CH2:21][C:20](=[O:25])[O:19]1. Product: [CH3:17][C:18]1([CH3:26])[O:23][C:22](=[O:24])[CH:21]([C:14](=[O:16])[CH2:13][CH2:12][NH:11][C:3]2[CH:4]=[C:5]([N+:8]([O-:10])=[O:9])[CH:6]=[CH:7][C:2]=2[CH3:1])[C:20](=[O:25])[O:19]1. The catalyst class is: 119. (2) The catalyst class is: 125. Reactant: [BH4-].[Na+].[S:3]1[CH:7]=[CH:6][CH:5]=[C:4]1[C:8]1[CH:9]=[C:10]2[C:14](=[CH:15][CH:16]=1)[C:13](=[O:17])[CH2:12][CH2:11]2. Product: [S:3]1[CH:7]=[CH:6][CH:5]=[C:4]1[C:8]1[CH:9]=[C:10]2[C:14](=[CH:15][CH:16]=1)[CH:13]([OH:17])[CH2:12][CH2:11]2. (3) Reactant: [CH2:1]([O:8][CH2:9][C@H:10]([NH:14][C:15]([O:17][C:18]([CH3:21])([CH3:20])[CH3:19])=[O:16])[C:11]([OH:13])=O)[C:2]1[CH:7]=[CH:6][CH:5]=[CH:4][CH:3]=1.CN(C(ON1N=NC2C=CC=NC1=2)=[N+](C)C)C.F[P-](F)(F)(F)(F)F.C(OC([NH:53][C@@H:54]([CH2:59][C:60]1[CH:65]=[CH:64][C:63]([O:66][CH3:67])=[CH:62][CH:61]=1)[C:55]([O:57][CH3:58])=[O:56])=O)(C)(C)C.CCN(C(C)C)C(C)C. Product: [CH2:1]([O:8][CH2:9][C@H:10]([NH:14][C:15]([O:17][C:18]([CH3:21])([CH3:20])[CH3:19])=[O:16])[C:11]([NH:53][C@@H:54]([CH2:59][C:60]1[CH:61]=[CH:62][C:63]([O:66][CH3:67])=[CH:64][CH:65]=1)[C:55]([O:57][CH3:58])=[O:56])=[O:13])[C:2]1[CH:3]=[CH:4][CH:5]=[CH:6][CH:7]=1. The catalyst class is: 3.